From a dataset of Experimentally validated miRNA-target interactions with 360,000+ pairs, plus equal number of negative samples. Binary Classification. Given a miRNA mature sequence and a target amino acid sequence, predict their likelihood of interaction. (1) The miRNA is cel-miR-49-3p with sequence AAGCACCACGAGAAGCUGCAGA. The protein sequence of the target gene is MRSLSLAWLLGGITLLAASVSCSRTENLAPGRNNSKGRSLIGRLETQPPITGKGVPVEPGFSIDEFSASILTGKLTTVFLPVVYIIVFVIGLPSNGMALWIFLFRTKKKHPAVIYMANLALADLLSVIWFPLKISYHLHGNNWVYGEALCKVLIGFFYGNMYCSILFMTCLSVQRYWVIVNPMGHPRKKANIAVGVSLAIWLLIFLVTIPLYVMKQTIYIPALNITTCHDVLPEEVLVGDMFNYFLSLAIGVFLFPALLTASAYVLMIKTLRSSAMDEHSEKKRQRAIRLIITVLAMYFI.... Result: 0 (no interaction). (2) The miRNA is hsa-miR-6127 with sequence UGAGGGAGUGGGUGGGAGG. The protein sequence of the target gene is MLLPLLLSSLLGGSQAMDGRFWIRVQESVMVPEGLCISVPCSFSYPRQDWTGSTPAYGYWFKAVTETTKGAPVATNHQSREVEMSTRGRFQLTGDPAKGNCSLVIRDAQMQDESQYFFRVERGSYVRYNFMNDGFFLKVTALTQKPDVYIPETLEPGQPVTVICVFNWAFEECPPPSFSWTGAALSSQGTKPTTSHFSVLSFTPRPQDHNTDLTCHVDFSRKGVSAQRTVRLRVAYAPRDLVISISRDNTPALEPQPQGNVPYLEAQKGQFLRLLCAADSQPPATLSWVLQNRVLSSSHP.... Result: 1 (interaction). (3) The miRNA is hsa-miR-641 with sequence AAAGACAUAGGAUAGAGUCACCUC. The protein sequence of the target gene is MQRRQRAPPASQPAQDGGRSEDVEVQFSAGRLGSAAPAGPPARGTAEDEERLEREHFWKVINAFRYYGTSMHERVNRTERQFRSLPENQQKLLPQFPLHLDKIRKCIDHNQEILLTIVNDCIHMFENKEYGEDANGKIMPASTFDMDKLKSTLKQFVRDWSETGKAERDACYKPIIKEIIKNFPKERWDPSKVNILVPGAGLGRLAWEVAMLGYACQGNEWSFFMLFSSNFVLNRCSEINKYKLYPWIHQFSNNRRSADQIRPILFPDVDPHSLPPGSNFSMTAGDFQEIYSECNAWDCI.... Result: 0 (no interaction).